This data is from Reaction yield outcomes from USPTO patents with 853,638 reactions. The task is: Predict the reaction yield, written as a fraction of the theoretical maximum amount of product (1.0 means a 100% yield; for example, 0.34 means a 34% yield). (1) The reactants are [CH2:1]([O:8][C:9](=[O:24])[NH:10][CH2:11][CH2:12][CH2:13][N:14]1[C:18]2[N:19]=[C:20](Cl)[N:21]=[CH:22][C:17]=2[CH:16]=[CH:15]1)[C:2]1[CH:7]=[CH:6][CH:5]=[CH:4][CH:3]=1.[N:25]1([C:31]2[N:36]=[CH:35][C:34]([NH2:37])=[CH:33][CH:32]=2)[CH2:30][CH2:29][O:28][CH2:27][CH2:26]1.C1(P(C2C=CC=CC=2)C2C=CC3C(=CC=CC=3)C=2C2C3C(=CC=CC=3)C=CC=2P(C2C=CC=CC=2)C2C=CC=CC=2)C=CC=CC=1.C(=O)([O-])[O-].[Cs+].[Cs+]. The catalyst is C([O-])(=O)C.[Pd+2].C([O-])(=O)C.O1CCOCC1. The product is [CH2:1]([O:8][C:9](=[O:24])[NH:10][CH2:11][CH2:12][CH2:13][N:14]1[C:18]2[N:19]=[C:20]([NH:37][C:34]3[CH:35]=[N:36][C:31]([N:25]4[CH2:26][CH2:27][O:28][CH2:29][CH2:30]4)=[CH:32][CH:33]=3)[N:21]=[CH:22][C:17]=2[CH:16]=[CH:15]1)[C:2]1[CH:7]=[CH:6][CH:5]=[CH:4][CH:3]=1. The yield is 0.660. (2) The reactants are [CH:1]1[C:13]2[CH:12]([CH2:14][O:15]C(Cl)=O)[C:11]3[C:6](=[CH:7][CH:8]=[CH:9][CH:10]=3)[C:5]=2[CH:4]=[CH:3][CH:2]=1.[NH2:19][C@H:20]1[CH2:43][CH2:42][C@@:41]2([CH3:44])[C@H:22]([CH2:23][CH2:24][C@@H:25]3[C@@H:40]2[CH2:39][CH2:38][C@@:37]2([CH3:45])[C@H:26]3[CH2:27][CH2:28][C@@H:29]2[C@H:30]([CH3:36])[CH2:31][CH2:32][C:33]([OH:35])=[O:34])[CH2:21]1.O. The catalyst is O1CCOCC1.C([O-])([O-])=O.[Na+].[Na+]. The product is [CH:1]1[C:13]2[CH:12]([CH2:14][O:15][NH:19][C@H:20]3[CH2:43][CH2:42][C@@:41]4([CH3:44])[C@H:22]([CH2:23][CH2:24][C@@H:25]5[C@@H:40]4[CH2:39][CH2:38][C@@:37]4([CH3:45])[C@H:26]5[CH2:27][CH2:28][C@@H:29]4[C@H:30]([CH3:36])[CH2:31][CH2:32][C:33]([OH:35])=[O:34])[CH2:21]3)[C:11]3[C:6](=[CH:7][CH:8]=[CH:9][CH:10]=3)[C:5]=2[CH:4]=[CH:3][CH:2]=1. The yield is 0.690. (3) The reactants are F[C:2]1C(N)=NC(N)=NC=1.[OH:10][C:11]1[CH:19]=[CH:18][C:17]([N+:20]([O-:22])=[O:21])=[CH:16][C:12]=1[C:13]([OH:15])=[O:14].C(=O)([O-])[O-].[K+].[K+].IC. No catalyst specified. The product is [OH:10][C:11]1[CH:19]=[CH:18][C:17]([N+:20]([O-:22])=[O:21])=[CH:16][C:12]=1[C:13]([O:15][CH3:2])=[O:14]. The yield is 0.770. (4) The reactants are [O:1]1[CH2:6][CH2:5][CH:4]([OH:7])[CH2:3][CH2:2]1.CC(C)([O-])C.[K+].Cl[C:15]1[CH:25]=[CH:24][C:18]([C:19]([O:21][CH2:22][CH3:23])=[O:20])=[CH:17][N:16]=1.O. The catalyst is C1COCC1. The product is [O:1]1[CH2:6][CH2:5][CH:4]([O:7][C:15]2[N:16]=[CH:17][C:18]([C:19]([O:21][CH2:22][CH3:23])=[O:20])=[CH:24][CH:25]=2)[CH2:3][CH2:2]1. The yield is 0.350. (5) The reactants are [CH3:1][Si:2]([CH3:11])([CH3:10])[C:3]1[CH:9]=[CH:8][C:6]([NH2:7])=[CH:5][CH:4]=1.[F:12][C:13]([F:30])([F:29])[C:14]1[C:15]([C:20]2[CH:28]=[CH:27][C:23]([C:24](O)=[O:25])=[CH:22][CH:21]=2)=[N:16][CH:17]=[CH:18][CH:19]=1. No catalyst specified. The product is [F:30][C:13]([F:12])([F:29])[C:14]1[C:15]([C:20]2[CH:28]=[CH:27][C:23]([C:24]([NH:7][C:6]3[CH:8]=[CH:9][C:3]([Si:2]([CH3:11])([CH3:10])[CH3:1])=[CH:4][CH:5]=3)=[O:25])=[CH:22][CH:21]=2)=[N:16][CH:17]=[CH:18][CH:19]=1. The yield is 0.683. (6) The reactants are [Br:1][CH2:2][CH2:3][NH:4][S:5]([C:7]([CH3:10])([CH3:9])[CH3:8])=[O:6].C1C=C(Cl)C=C(C(OO)=[O:19])C=1. No catalyst specified. The product is [Br:1][CH2:2][CH2:3][NH:4][S:5]([C:7]([CH3:10])([CH3:9])[CH3:8])(=[O:19])=[O:6]. The yield is 0.460.